Dataset: Reaction yield outcomes from USPTO patents with 853,638 reactions. Task: Predict the reaction yield, written as a fraction of the theoretical maximum amount of product (1.0 means a 100% yield; for example, 0.34 means a 34% yield). (1) The reactants are Cl.[NH2:2][C@@H:3]([C:6]([OH:8])=[O:7])[CH2:4][SH:5].[C:9]([C:11]1[S:12][C:13]2[CH:19]=[C:18]([O:20][C:21]([O:23][CH2:24][CH2:25][CH2:26][S:27][CH2:28][CH2:29][CH2:30][CH2:31][CH2:32][CH2:33][CH2:34][CH2:35][CH2:36][CH2:37][CH2:38][CH2:39][CH2:40][CH2:41][CH2:42][C:43]([OH:45])=[O:44])=[O:22])[CH:17]=[CH:16][C:14]=2[N:15]=1)#N.ClCCl.C(=O)([O-])[O-].[K+].[K+]. The catalyst is O.CO. The product is [C:43]([CH2:42][CH2:41][CH2:40][CH2:39][CH2:38][CH2:37][CH2:36][CH2:35][CH2:34][CH2:33][CH2:32][CH2:31][CH2:30][CH2:29][CH2:28][S:27][CH2:26][CH2:25][CH2:24][O:23][C:21]([O:20][C:18]1[CH:17]=[CH:16][C:14]2[N:15]=[C:11]([C:9]3[S:5][CH2:4][C@H:3]([C:6]([OH:8])=[O:7])[N:2]=3)[S:12][C:13]=2[CH:19]=1)=[O:22])([OH:45])=[O:44]. The yield is 0.310. (2) The product is [O:14]1[C:22]2[CH:21]=[CH:20][CH:19]=[CH:18][C:17]=2[C:16]([CH2:8][C:9]#[N:10])=[CH:15]1. The catalyst is C1COCC1.CCOC(C)=O.O. The reactants are [H-].[Na+].CCOP(OCC)([CH2:8][C:9]#[N:10])=O.[O:14]1[C:22]2[C:17](=[CH:18][CH:19]=[CH:20][CH:21]=2)[C:16](=O)[CH2:15]1. The yield is 0.910. (3) The reactants are Cl[C:2]1[CH:11]=[CH:10][N:9]=[C:8]2[C:3]=1[C:4]1[CH:16]=[CH:15][CH:14]=[CH:13][C:5]=1[C:6](=[O:12])[NH:7]2.CC(C1C=C(C(C)C)C(C2C=CC=CC=2P(C2CCCCC2)C2CCCCC2)=C(C(C)C)C=1)C.C([O-])([O-])=O.[Cs+].[Cs+].[C:57]([C:59]1[CH:64]=[CH:63][CH:62]=[C:61]([O:65][CH3:66])[CH:60]=1)#[CH:58]. The catalyst is O1CCOCC1.CCOC(C)=O.O.CC([O-])=O.CC([O-])=O.[Pd+2]. The product is [CH3:66][O:65][C:61]1[CH:60]=[C:59]([C:57]#[C:58][C:2]2[CH:11]=[CH:10][N:9]=[C:8]3[C:3]=2[C:4]2[CH:16]=[CH:15][CH:14]=[CH:13][C:5]=2[C:6](=[O:12])[NH:7]3)[CH:64]=[CH:63][CH:62]=1. The yield is 0.560. (4) The reactants are [CH3:1][S:2]([O:5][CH:6]([CH3:41])[CH2:7][N:8]([CH2:33][CH:34]([O:36][S:37]([CH3:40])(=[O:39])=[O:38])[CH3:35])[C:9]1[C:14]([C:15]([NH:17][CH2:18][CH2:19][O:20]C2CCCCO2)=[O:16])=[CH:13][C:12]([N+:27]([O-:29])=[O:28])=[CH:11][C:10]=1[N+:30]([O-:32])=[O:31])(=[O:4])=[O:3].Cl. The catalyst is C1COCC1.O. The product is [CH3:40][S:37]([O:36][CH:34]([CH3:35])[CH2:33][N:8]([CH2:7][CH:6]([O:5][S:2]([CH3:1])(=[O:3])=[O:4])[CH3:41])[C:9]1[C:10]([N+:30]([O-:32])=[O:31])=[CH:11][C:12]([N+:27]([O-:29])=[O:28])=[CH:13][C:14]=1[C:15]([NH:17][CH2:18][CH2:19][OH:20])=[O:16])(=[O:39])=[O:38]. The yield is 0.370.